This data is from NCI-60 drug combinations with 297,098 pairs across 59 cell lines. The task is: Regression. Given two drug SMILES strings and cell line genomic features, predict the synergy score measuring deviation from expected non-interaction effect. Drug 1: CC(C)CN1C=NC2=C1C3=CC=CC=C3N=C2N. Drug 2: CC1C(C(CC(O1)OC2CC(CC3=C2C(=C4C(=C3O)C(=O)C5=CC=CC=C5C4=O)O)(C(=O)C)O)N)O. Cell line: OVCAR-5. Synergy scores: CSS=42.6, Synergy_ZIP=-0.598, Synergy_Bliss=-1.85, Synergy_Loewe=-2.15, Synergy_HSA=2.93.